From a dataset of NCI-60 drug combinations with 297,098 pairs across 59 cell lines. Regression. Given two drug SMILES strings and cell line genomic features, predict the synergy score measuring deviation from expected non-interaction effect. Drug 1: CC1=C(C=C(C=C1)NC2=NC=CC(=N2)N(C)C3=CC4=NN(C(=C4C=C3)C)C)S(=O)(=O)N.Cl. Drug 2: C1=CC(=CC=C1CCC2=CNC3=C2C(=O)NC(=N3)N)C(=O)NC(CCC(=O)O)C(=O)O. Cell line: U251. Synergy scores: CSS=34.8, Synergy_ZIP=-2.11, Synergy_Bliss=-2.25, Synergy_Loewe=-7.79, Synergy_HSA=1.03.